This data is from Reaction yield outcomes from USPTO patents with 853,638 reactions. The task is: Predict the reaction yield, written as a fraction of the theoretical maximum amount of product (1.0 means a 100% yield; for example, 0.34 means a 34% yield). (1) The reactants are [NH:1]1[CH2:6][CH2:5][O:4][C:3]2[N:7]=[CH:8][C:9]([C:11]([O:13][CH3:14])=[O:12])=[CH:10][C:2]1=2.[C:15]1([S:21](Cl)(=[O:23])=[O:22])[CH:20]=[CH:19][CH:18]=[CH:17][CH:16]=1.CCN(C(C)C)C(C)C. The catalyst is C(Cl)Cl.CN(C1C=CN=CC=1)C. The product is [C:15]1([S:21]([N:1]2[CH2:6][CH2:5][O:4][C:3]3[N:7]=[CH:8][C:9]([C:11]([O:13][CH3:14])=[O:12])=[CH:10][C:2]2=3)(=[O:23])=[O:22])[CH:20]=[CH:19][CH:18]=[CH:17][CH:16]=1. The yield is 0.583. (2) The reactants are [C:1]([O:5][C:6]([NH:8][CH2:9][C:10]1[C:11]([C:25]2[CH:30]=[CH:29][C:28]([CH3:31])=[CH:27][CH:26]=2)=[C:12]([CH2:21][C:22](O)=[O:23])[C:13]([CH3:20])=[N:14][C:15]=1[CH2:16][CH:17]([CH3:19])[CH3:18])=[O:7])([CH3:4])([CH3:3])[CH3:2].[NH2:32][C:33]1[C:34]([C:38]([O:40][CH3:41])=[O:39])=[CH:35][S:36][CH:37]=1. The catalyst is CN(C)C=O.[Cl-].[Na+].O. The product is [C:1]([O:5][C:6]([NH:8][CH2:9][C:10]1[C:11]([C:25]2[CH:26]=[CH:27][C:28]([CH3:31])=[CH:29][CH:30]=2)=[C:12]([CH2:21][C:22]([NH:32][C:33]2[C:34]([C:38]([O:40][CH3:41])=[O:39])=[CH:35][S:36][CH:37]=2)=[O:23])[C:13]([CH3:20])=[N:14][C:15]=1[CH2:16][CH:17]([CH3:19])[CH3:18])=[O:7])([CH3:2])([CH3:3])[CH3:4]. The yield is 0.660. (3) The reactants are Br[C:2]1[CH:7]=[CH:6][C:5]([F:8])=[C:4]([N+:9]([O-:11])=[O:10])[CH:3]=1.N#N.[CH3:14][N:15]1[CH:19]=[C:18](B2OC(C)(C)C(C)(C)O2)[CH:17]=[N:16]1.C(=O)([O-])[O-].[Na+].[Na+]. The catalyst is O1CCOCC1.Cl[Pd](Cl)([P](C1C=CC=CC=1)(C1C=CC=CC=1)C1C=CC=CC=1)[P](C1C=CC=CC=1)(C1C=CC=CC=1)C1C=CC=CC=1. The product is [F:8][C:5]1[CH:6]=[CH:7][C:2]([C:18]2[CH:17]=[N:16][N:15]([CH3:14])[CH:19]=2)=[CH:3][C:4]=1[N+:9]([O-:11])=[O:10]. The yield is 0.790. (4) The reactants are [NH2:1][CH2:2][CH:3]([C:5]1[N:6]=[C:7]([C:10]2[CH:15]=[CH:14][C:13]([F:16])=[CH:12][CH:11]=2)[O:8][CH:9]=1)[OH:4].[F:17][C:18]([F:34])([F:33])[C:19]1[O:23][N:22]=[C:21]([C:24]2[CH:25]=[C:26]([CH:30]=[CH:31][CH:32]=2)[C:27](O)=[O:28])[N:20]=1. No catalyst specified. The product is [F:16][C:13]1[CH:14]=[CH:15][C:10]([C:7]2[O:8][CH:9]=[C:5]([CH:3]([OH:4])[CH2:2][NH:1][C:27](=[O:28])[C:26]3[CH:30]=[CH:31][CH:32]=[C:24]([C:21]4[N:20]=[C:19]([C:18]([F:34])([F:33])[F:17])[O:23][N:22]=4)[CH:25]=3)[N:6]=2)=[CH:11][CH:12]=1. The yield is 0.390. (5) The reactants are [F:1][C:2]([F:41])([F:40])[C:3]1[CH:4]=[C:5]([C@H:13]2[O:17][C:16](=[O:18])[N:15]([CH2:19][C:20]3[C:21]([NH:30][CH:31]4[CH2:36][CH2:35][NH:34][CH:33]([CH2:37][CH3:38])[CH2:32]4)=[N:22][CH:23]=[C:24]([C:26]([F:29])([F:28])[F:27])[CH:25]=3)[C@H:14]2[CH3:39])[CH:6]=[C:7]([C:9]([F:12])([F:11])[F:10])[CH:8]=1.[C:42](Cl)(=[O:44])[CH3:43]. The catalyst is ClCCl. The product is [F:10][C:9]([F:12])([F:11])[C:7]1[CH:6]=[C:5]([C@H:13]2[O:17][C:16](=[O:18])[N:15]([CH2:19][C:20]3[C:21]([NH:30][CH:31]4[CH2:36][CH2:35][N:34]([C:42](=[O:44])[CH3:43])[CH:33]([CH2:37][CH3:38])[CH2:32]4)=[N:22][CH:23]=[C:24]([C:26]([F:28])([F:29])[F:27])[CH:25]=3)[C@H:14]2[CH3:39])[CH:4]=[C:3]([C:2]([F:1])([F:40])[F:41])[CH:8]=1. The yield is 0.860. (6) The reactants are C[O:2][C:3](=O)[C:4]1[CH:9]=[C:8]([CH3:10])[C:7]([CH2:11][C:12]2[CH:17]=[CH:16][C:15]([O:18]COC)=[C:14]([CH:22]([CH3:24])[CH3:23])[CH:13]=2)=[C:6]([CH3:25])[CH:5]=1.Cl.O1CCOCC1.CC(C[AlH]CC(C)C)C. The catalyst is CO. The product is [CH3:25][C:6]1[CH:5]=[C:4]([CH:9]=[C:8]([CH3:10])[C:7]=1[CH2:11][C:12]1[CH:17]=[CH:16][C:15]([OH:18])=[C:14]([CH:22]([CH3:23])[CH3:24])[CH:13]=1)[CH2:3][OH:2]. The yield is 0.830. (7) The yield is 0.390. The product is [F:14][C:4]1[CH:3]=[C:2]([CH:19]([CH3:20])[C:18]([O:17][CH2:15][CH3:16])=[O:22])[CH:13]=[CH:12][C:5]=1[CH2:6][NH:7][S:8]([CH3:11])(=[O:10])=[O:9]. The reactants are Br[C:2]1[CH:13]=[CH:12][C:5]([CH2:6][NH:7][S:8]([CH3:11])(=[O:10])=[O:9])=[C:4]([F:14])[CH:3]=1.[CH2:15]([O:17][C:18](=[O:22])[CH:19](Cl)[CH3:20])[CH3:16].FC(F)(F)C(O)=O.Cl. The catalyst is CN(C)C=O.[Mn]. (8) The reactants are CO[C:3]1[CH:4]=[C:5]2[C:10](=[CH:11][CH:12]=1)[CH:9]=[N:8][C:7]([C:13]([OH:15])=[O:14])=[CH:6]2.N1C=CN=C1N[C:22](C1C2NC(N)=NC=2C=CC=1)=[O:23].[CH3:34]N(C(ON1N=NC2C=CC=CC1=2)=[N+](C)C)C.F[P-](F)(F)(F)(F)F.CCN(C(C)C)C(C)C. The catalyst is CN(C=O)C. The product is [CH3:34][O:15][C:13]([C:7]1[N:8]=[CH:9][C:10]2[C:5]([CH:6]=1)=[CH:4][CH:3]=[CH:12][C:11]=2[O:23][CH3:22])=[O:14]. The yield is 0.500. (9) The reactants are [Br:1][C:2]1[CH:3]=[C:4]([N:13]([CH:19]2[CH2:24][CH2:23][O:22][CH2:21][CH2:20]2)[CH2:14][C:15]([F:18])([F:17])[F:16])[C:5]([CH3:12])=[C:6]([CH:11]=1)[C:7]([O:9]C)=[O:8].[OH-].[Na+]. The catalyst is C1COCC1.CO. The product is [Br:1][C:2]1[CH:3]=[C:4]([N:13]([CH:19]2[CH2:24][CH2:23][O:22][CH2:21][CH2:20]2)[CH2:14][C:15]([F:16])([F:18])[F:17])[C:5]([CH3:12])=[C:6]([CH:11]=1)[C:7]([OH:9])=[O:8]. The yield is 0.900. (10) The reactants are Br[C:2]1[CH:3]=[CH:4][C:5]([CH:8]([OH:11])[CH2:9][OH:10])=[N:6][CH:7]=1.[F:12][C:13]1[CH:14]=[C:15]([N:28]2[CH2:32][C@H:31]([CH2:33][N:34]3[CH:38]=[CH:37][N:36]=[N:35]3)[O:30][C:29]2=[O:39])[CH:16]=[CH:17][C:18]=1B1OC(C)(C)C(C)(C)O1.C(=O)([O-])[O-].[Na+].[Na+]. No catalyst specified. The product is [OH:11][CH:8]([C:5]1[N:6]=[CH:7][C:2]([C:18]2[CH:17]=[CH:16][C:15]([N:28]3[CH2:32][C@H:31]([CH2:33][N:34]4[CH:38]=[CH:37][N:36]=[N:35]4)[O:30][C:29]3=[O:39])=[CH:14][C:13]=2[F:12])=[CH:3][CH:4]=1)[CH2:9][OH:10]. The yield is 0.660.